This data is from Experimentally validated miRNA-target interactions with 360,000+ pairs, plus equal number of negative samples. The task is: Binary Classification. Given a miRNA mature sequence and a target amino acid sequence, predict their likelihood of interaction. (1) The miRNA is hsa-miR-3688-5p with sequence AGUGGCAAAGUCUUUCCAUAU. The protein sequence of the target gene is MAEVKVEVASIDWQKRCLSLETQLFRFRLQASKIRELLADKMQELEQRLLEAEQRAENAETQVGVMEEKIKLSNLKSVDSTGTLHQKYQELLRAVQGKDELISQLQAQLEKQKQTRAEEAKIVQEKAAKIKEWVTVKLAELEMENQQLKTCNQQLVEQVAALQDALEDLRMTPSEELLVVPEGTPERDPVPSGPSDQPVEQDSNPHTQILKVAVPTPSLGTLQSRDSLSEARSLEDLRFSMVHPGETAEAKTLQSHLQKEGSPSQLCMKPGNPKHGSASYRESLVTAQGGTFPGTKTSAR.... Result: 0 (no interaction). (2) The miRNA is hsa-miR-582-5p with sequence UUACAGUUGUUCAACCAGUUACU. The protein sequence of the target gene is MLACLTRGNLLDVLQEGFNEQQLQAYVAWVNAQLKKRPAVKPVQDLRQDLRDGVILAYLIEIVAGEKLSGVQLSPGNQQEMKNNVEKVLQFVASKKIRMHQTSAKDIVDGNLKSIMRLVLALAAHFKPGSSRTVNQGRDSRAPLQSHRPHCATAVAQGAAAALADVCHDMSRSGRDVFRYRQRNSSMDEEIENPYWSVRALVQQYEGQQRSPSESSCSSLTSPSPIHSAKSESIITQSEEKADFVIIPAEGIENRTEGTDSPLSRDWRPGSPGTYLETSWEEQLLEQQEYLEKEMEEAKK.... Result: 1 (interaction). (3) The miRNA is mmu-miR-10a-5p with sequence UACCCUGUAGAUCCGAAUUUGUG. The protein sequence of the target gene is MSSGLRAADFPRWKRHISEQLRRRDRLQRQAFEEIILQYNKLLEKSDLHSVLAQKLQAEKHDVPNRHEISPGHDGTWNDNQLQEMAQLRIKHQEELTELHKKRGELAQLVIDLNNQMQRKDREMQMNEAKIAECLQTISDLETECLDLRTKLCDLERANQTLKDEYDALQITFTALEGKLRKTTEENQELVTRWMAEKAQEANRLNAENEKDSRRRQARLQKELAEAAKEPLPVEQDDDIEVIVDETSDHTEETSPVRAISRAATKRLSQPAGGLLDSITNIFGRRSVSSFPVPQDNVDT.... Result: 0 (no interaction). (4) The miRNA is hsa-miR-3937 with sequence ACAGGCGGCUGUAGCAAUGGGGG. The protein sequence of the target gene is MCASVKYNIRGPALIPRMKTKHRIYYITLFSIVLLGLIATGMFQFWPHSIESSNDWNVEKRSIRDVPVVRLPADSPIPERGDLSCRMHTCFDVYRCGFNPKNKIKVYIYALKKYVDDFGVSVSNTISREYNELLMAISDSDYYTDDINRACLFVPSIDVLNQNTLRIKETAQAMAQLSRWDRGTNHLLFNMLPGGPPDYNTALDVPRDRALLAGGGFSTWTYRQGYDVSIPVYSPLSAEVDLPEKGPGPRQYFLLSSQVGLHPEYREDLEALQVKHGESVLVLDKCTNLSEGVLSVRKRC.... Result: 0 (no interaction). (5) The miRNA is hsa-miR-4698 with sequence UCAAAAUGUAGAGGAAGACCCCA. The protein sequence of the target gene is MAEREVESGPRKRFEQKSGAVFDEIVENCGGIMDTEMSEDIDHNLTPTLDSMSYGMPNQTGSENSLLDEDDYFLNSGDLAGIPVVGSDNEDEQDFSSKDNLVSSIHTDDSLEVERRVTQHESDNENEIQIQNKLKKDFPKQFDQVSVFKSIRKDFSLVRENSKETFSGKEKNRDLTYEREKRLDKPHKDLDSRLKSSFFDKAANQVEETLHTHLPQTPETNFRDSSYPFANKESIGSELGNSFASNIRIKEEPLDDEYDKAMAPQQGLLDKIKDEPDNAQEYSHGQQQKTQEGELKISAV.... Result: 1 (interaction). (6) The miRNA is mmu-miR-7a-5p with sequence UGGAAGACUAGUGAUUUUGUUGU. The protein sequence of the target gene is MKGKEEKEGGARLGAGGGSPEKSPSAQELKEQGNRLFVGRKYPEAAACYGRAITRNPLVAVYYTNRALCYLKMQQHEQALADCRRALELDGQSVKAHFFLGQCQLEMESYDEAIANLQRAYSLAKEQRLNFGDDIPSALRIAKKKRWNSIEERRIHQESELHSYLSRLIAAERERELEECQRNHEGDEDDSHVRAQQACIEAKHDKYMADMDELFSQVDEKRKKRDIPDYLCGKISFELMREPCITPSGITYDRKDIEEHLQRVGHFDPVTRSPLTQEQLIPNLAMKEVIDAFISENGWV.... Result: 0 (no interaction). (7) The miRNA is hsa-miR-6780b-3p with sequence UCCCUUGUCUCCUUUCCCUAG. The protein sequence of the target gene is MPHPYPALTPEQKKELSDIAHRIVAPGKGILAADESTGSIAKRLQSIGTENTEENRRFYRQLLLTADDRVNPCIGGVILFHETLYQKADDGRPFPQVIKSKGGVVGIKVDKGVVPLAGTNGETTTQGLDGLSERCAQYKKDGADFAKWRCVLKIGEHTPSALAIMENANVLARYASICQQNGIVPIVEPEILPDGDHDLKRCQYVTEKVLAAVYKALSDHHVYLEGTLLKPNMVTPGHACTQKFSNEEIAMATVTALRRTVPPAVTGVTFLSGGQSEEEASINLNAINKCPLLKPWALTF.... Result: 0 (no interaction). (8) The miRNA is mmu-miR-466o-3p with sequence UACAUACAUGCACACAUAAGAC. The protein sequence of the target gene is MAGYLSESDFVMVEEGFSTRDLLKELTLGASQATTDEVAAFFVADLGAIVRKHFCFLKCLPRVRPFYAVKCNSSPGVLKVLAQLGLGFSCANKAEMELVQHIGIPASKIICANPCKQIAQIKYAAKHGIQLLSFDNEMELAKVVKSHPSAKMVLCIATDDSHSLSCLSLKFGVSLKSCRHLLENAKKHHVEVVGVSFHIGSGCPDPQAYAQSIADARLVFEMGTELGHKMHVLDLGGGFPGTEGAKVRFEEIASVINSALDLYFPEGCGVDIFAELGRYYVTSAFTVAVSIIAKKEVLLD.... Result: 0 (no interaction).